From a dataset of Full USPTO retrosynthesis dataset with 1.9M reactions from patents (1976-2016). Predict the reactants needed to synthesize the given product. (1) Given the product [ClH:14].[NH2:10][CH:3]([CH2:4][C:5]1[S:9][CH:8]=[N:7][CH:6]=1)[CH2:2][OH:1], predict the reactants needed to synthesize it. The reactants are: [OH:1][CH2:2][CH:3]([NH:10]C(=O)C)[CH2:4][C:5]1[S:9][CH:8]=[N:7][CH:6]=1.[ClH:14]. (2) Given the product [Cl:1][C:2]1[C:11]2[C:6](=[CH:7][CH:8]=[CH:9][CH:10]=2)[CH:5]=[CH:4][C:3]=1[S:12]([CH2:15][CH2:16][NH:17][CH2:18][C:19]1[O:20][C:21]([CH3:25])=[CH:22][CH:23]=1)(=[O:14])=[O:13], predict the reactants needed to synthesize it. The reactants are: [Cl:1][C:2]1[C:11]2[C:6](=[CH:7][CH:8]=[CH:9][CH:10]=2)[CH:5]=[CH:4][C:3]=1[S:12]([CH2:15][CH2:16][NH:17][CH2:18][C:19]1[O:20][CH:21]=[CH:22][CH:23]=1)(=[O:14])=[O:13].Cl[C:25]1C2C(=CC=CC=2)C=CC=1SCCNCC1OC(C)=CC=1. (3) Given the product [S:3]1[CH:7]=[CH:6][CH:5]=[C:4]1[C:8]1[N:9]=[CH:10][N:11]([CH2:14][CH2:15][C:16]([O:18][CH3:19])=[O:17])[CH:12]=1, predict the reactants needed to synthesize it. The reactants are: [H-].[Na+].[S:3]1[CH:7]=[CH:6][CH:5]=[C:4]1[C:8]1[N:9]=[CH:10][NH:11][CH:12]=1.Br[CH2:14][CH2:15][C:16]([O:18][CH3:19])=[O:17]. (4) Given the product [CH3:1][O:2][C:3](=[O:29])/[CH:4]=[CH:5]/[C:6]1[CH:7]=[C:8]2[C:25](=[CH:26][CH:27]=1)[O:24][C:11]1([CH2:12][CH2:13][N:14]([CH2:17][C:38]3[C:39]4[C:44](=[CH:43][CH:42]=[CH:41][CH:40]=4)[NH:36][CH:37]=3)[CH2:15][CH2:16]1)[CH2:10][C:9]2=[O:28], predict the reactants needed to synthesize it. The reactants are: [CH3:1][O:2][C:3](=[O:29])/[CH:4]=[CH:5]/[C:6]1[CH:7]=[C:8]2[C:25](=[CH:26][CH:27]=1)[O:24][C:11]1([CH2:16][CH2:15][N:14]([C:17](OC(C)(C)C)=O)[CH2:13][CH2:12]1)[CH2:10][C:9]2=[O:28].CC(O)=O.C=O.[NH:36]1[C:44]2[C:39](=[CH:40][CH:41]=[CH:42][CH:43]=2)[CH:38]=[CH:37]1. (5) Given the product [Cl:1][C:2]1[CH:3]=[CH:4][C:5]([N:8]2[CH2:9][CH2:10][N:11]([C:14]3[N:15]=[C:16]([NH:23][C:24]4[CH:29]=[CH:28][CH:27]=[C:26]([CH2:30][N:31]5[CH2:32][CH2:33][O:34][CH2:35][CH2:36]5)[CH:25]=4)[C:17]4[S:22](=[O:37])[CH2:21][CH2:20][C:18]=4[N:19]=3)[CH2:12][CH2:13]2)=[CH:6][CH:7]=1, predict the reactants needed to synthesize it. The reactants are: [Cl:1][C:2]1[CH:7]=[CH:6][C:5]([N:8]2[CH2:13][CH2:12][N:11]([C:14]3[N:15]=[C:16]([NH:23][C:24]4[CH:29]=[CH:28][CH:27]=[C:26]([CH2:30][N:31]5[CH2:36][CH2:35][O:34][CH2:33][CH2:32]5)[CH:25]=4)[C:17]4[S:22][CH2:21][CH2:20][C:18]=4[N:19]=3)[CH2:10][CH2:9]2)=[CH:4][CH:3]=1.[OH:37]O.N. (6) Given the product [CH:13]1([NH:12][C:65](=[O:68])[CH:49]([N:11]2[C:6]3[C:1](=[CH:2][CH:3]=[CH:4][CH:5]=3)/[C:8](=[C:7](\[C:1]3[CH:6]=[CH:5][CH:4]=[CH:3][CH:2]=3)/[NH:12][C:13]3[CH:18]=[CH:17][CH:16]=[CH:15][CH:14]=3)/[C:9]2=[O:10])[C:48]2[CH:43]=[CH:44][CH:45]=[CH:46][CH:47]=2)[CH2:18][CH2:17][CH2:16][CH2:15][CH2:14]1, predict the reactants needed to synthesize it. The reactants are: [C:1]1([C:7]#[C:8][C:9]([NH2:11])=[O:10])[CH:6]=[CH:5][CH:4]=[CH:3][CH:2]=1.[NH2:12][C:13]1[CH:18]=[CH:17][CH:16]=[CH:15][CH:14]=1.C1C=CC(P([C:45]2[C:46](C3C(P(C4C=CC=CC=4)C4C=CC=CC=4)=C[CH:49]=[C:48]4[C:43]=3[CH:44]=[CH:45][CH:46]=[CH:47]4)=[C:47]3[C:48]([CH:49]=CC=C3)=[CH:43][CH:44]=2)C2C=CC=CC=2)=CC=1.[C:65](=[O:68])([O-])[O-].[Cs+].[Cs+]. (7) Given the product [CH2:12]1[O:13][C:14]2([CH2:15][CH2:16][C:17]([OH:20])([C:3]3[CH:8]=[CH:7][CH:6]=[C:5]([O:9][CH3:10])[CH:4]=3)[CH2:18][CH2:19]2)[O:21][CH2:11]1, predict the reactants needed to synthesize it. The reactants are: [Mg].Br[C:3]1[CH:4]=[C:5]([O:9][CH3:10])[CH:6]=[CH:7][CH:8]=1.[CH2:11]1[O:21][C:14]2([CH2:19][CH2:18][C:17](=[O:20])[CH2:16][CH2:15]2)[O:13][CH2:12]1.Cl.